Dataset: Catalyst prediction with 721,799 reactions and 888 catalyst types from USPTO. Task: Predict which catalyst facilitates the given reaction. (1) Reactant: [OH:1][CH2:2][C@H:3]1[CH2:8][CH2:7][CH2:6][N:5]([C:9]([O:11][C:12]([CH3:15])([CH3:14])[CH3:13])=[O:10])[CH2:4]1.[CH2:16]([O:23][C:24]1[CH:29]=[CH:28][CH:27]=[CH:26][C:25]=1O)[C:17]1[CH:22]=[CH:21][CH:20]=[CH:19][CH:18]=1.C1(P(C2C=CC=CC=2)C2C=CC=CC=2)C=CC=CC=1.N(C(OC(C)C)=O)=NC(OC(C)C)=O. Product: [C:12]([O:11][C:9]([N:5]1[CH2:6][CH2:7][CH2:8][C@H:3]([CH2:2][O:1][C:25]2[CH:26]=[CH:27][CH:28]=[CH:29][C:24]=2[O:23][CH2:16][C:17]2[CH:18]=[CH:19][CH:20]=[CH:21][CH:22]=2)[CH2:4]1)=[O:10])([CH3:15])([CH3:14])[CH3:13]. The catalyst class is: 57. (2) Reactant: Br[C:2]([F:10])([F:9])[C:3]([F:8])([F:7])[CH2:4][CH2:5][OH:6].C(#N)C.C(=O)([O-])O.[Na+:18].[S:19](S([O-])=O)([O-:21])=[O:20].[Na+].[Na+]. Product: [F:9][C:2]([F:10])([S:19]([O-:21])=[O:20])[C:3]([F:8])([F:7])[CH2:4][CH2:5][OH:6].[Na+:18]. The catalyst class is: 6. (3) Reactant: [F:1][C:2]1[C:21]([C:22](OC)=[O:23])=[C:20]([F:26])[CH:19]=[CH:18][C:3]=1[CH2:4][N:5]1[CH2:10][CH2:9][N:8]([C:11]([O:13][C:14]([CH3:17])([CH3:16])[CH3:15])=[O:12])[CH2:7][CH2:6]1.[Li+].[OH-].ON1C(=O)CCC1=O.C1CCC(N=C=NC2CCCCC2)CC1.[N-:52]=[N+:53]=[N-:54].[Na+]. Product: [N:52]([C:22]([C:21]1[C:2]([F:1])=[C:3]([CH:18]=[CH:19][C:20]=1[F:26])[CH2:4][N:5]1[CH2:10][CH2:9][N:8]([C:11]([O:13][C:14]([CH3:15])([CH3:17])[CH3:16])=[O:12])[CH2:7][CH2:6]1)=[O:23])=[N+:53]=[N-:54]. The catalyst class is: 20. (4) Reactant: [OH:1][CH2:2][C@@:3]([C:6]1[CH:25]=[CH:24][C:9]([C:10]([NH:12][C:13]2[N:18]=[CH:17][C:16]3[CH:19]=[CH:20][N:21]([CH2:22][CH3:23])[C:15]=3[CH:14]=2)=[O:11])=[CH:8][CH:7]=1)([OH:5])[CH3:4].[Br:26]N1C(=O)CCC1=O. Product: [Br:26][C:19]1[C:16]2[CH:17]=[N:18][C:13]([NH:12][C:10](=[O:11])[C:9]3[CH:24]=[CH:25][C:6]([C@:3]([OH:5])([CH3:4])[CH2:2][OH:1])=[CH:7][CH:8]=3)=[CH:14][C:15]=2[N:21]([CH2:22][CH3:23])[CH:20]=1. The catalyst class is: 4.